From a dataset of Forward reaction prediction with 1.9M reactions from USPTO patents (1976-2016). Predict the product of the given reaction. (1) Given the reactants F[C:2]1[CH:15]=[CH:14][C:5]([C:6]([C:8]2[CH:13]=[CH:12][CH:11]=[CH:10][CH:9]=2)=[O:7])=[CH:4][CH:3]=1.[NH:16]1[CH2:21][CH2:20][NH:19][CH2:18][CH2:17]1.C(=O)([O-])[O-].[K+].[K+].CS(C)=O, predict the reaction product. The product is: [N:16]1([C:2]2[CH:15]=[CH:14][C:5]([C:6]([C:8]3[CH:13]=[CH:12][CH:11]=[CH:10][CH:9]=3)=[O:7])=[CH:4][CH:3]=2)[CH2:21][CH2:20][NH:19][CH2:18][CH2:17]1. (2) Given the reactants [CH3:1][C@H:2]1[NH:7][C@@H:6]([CH3:8])[CH2:5][N:4]([C:9]([O:11][C:12]([CH3:15])([CH3:14])[CH3:13])=[O:10])[CH2:3]1.C=O.[CH:18](O)=O, predict the reaction product. The product is: [CH3:8][C@H:6]1[N:7]([CH3:18])[C@@H:2]([CH3:1])[CH2:3][N:4]([C:9]([O:11][C:12]([CH3:13])([CH3:15])[CH3:14])=[O:10])[CH2:5]1. (3) Given the reactants [Br:1][C:2]1[CH:3]=[C:4]2[C:9](=[CH:10][CH:11]=1)[N:8]=[C:7]([NH:12][CH2:13][C:14]1[CH:19]=[CH:18][C:17]([O:20][CH3:21])=[CH:16][CH:15]=1)[C:6](I)=[CH:5]2.[NH:23]1[CH2:28][CH2:27][O:26][CH2:25][CH2:24]1.C(=O)([O-])[O-].[Cs+].[Cs+].C(C1CCCCC1=O)(=O)C(C)C, predict the reaction product. The product is: [Br:1][C:2]1[CH:3]=[C:4]2[C:9](=[CH:10][CH:11]=1)[N:8]=[C:7]([NH:12][CH2:13][C:14]1[CH:19]=[CH:18][C:17]([O:20][CH3:21])=[CH:16][CH:15]=1)[C:6]([N:23]1[CH2:28][CH2:27][O:26][CH2:25][CH2:24]1)=[CH:5]2. (4) Given the reactants [NH2:1][C:2]1[S:3][C:4]2[CH2:10][CH:9]([NH2:11])[CH2:8][CH2:7][C:5]=2[N:6]=1.[S:12]([C:19]1[CH:25]=[CH:24][C:22]([CH3:23])=[CH:21][CH:20]=1)([O:15][CH2:16][CH2:17][CH3:18])(=[O:14])=[O:13], predict the reaction product. The product is: [CH3:16][CH2:17][CH2:18][NH:11][C@@H:9]1[CH2:10][C:4]2[S:3][C:2]([NH2:1])=[N:6][C:5]=2[CH2:7][CH2:8]1.[CH3:23][C:22]1[CH:24]=[CH:25][C:19]([S:12]([OH:15])(=[O:14])=[O:13])=[CH:20][CH:21]=1. (5) Given the reactants [Cl:1][C:2]1[CH:9]=[C:8]([O:10][C:11]2[CH:16]=[CH:15][C:14]([CH3:17])=[C:13]([Cl:18])[CH:12]=2)[CH:7]=[CH:6][C:3]=1[C:4]#[N:5].[Br:19]N1C(=O)CCC1=O.C(OOC(=O)C1C=CC=CC=1)(=O)C1C=CC=CC=1, predict the reaction product. The product is: [Br:19][CH2:17][C:14]1[CH:15]=[CH:16][C:11]([O:10][C:8]2[CH:7]=[CH:6][C:3]([C:4]#[N:5])=[C:2]([Cl:1])[CH:9]=2)=[CH:12][C:13]=1[Cl:18]. (6) Given the reactants [CH3:1][O:2][C:3]1[C:4]([NH:12][CH2:13][C:14]2[CH:19]=[CH:18][N:17]=[CH:16][CH:15]=2)=[C:5]([CH:9]=[CH:10][CH:11]=1)[C:6]([OH:8])=O.C(N(CC)CC)C.C[N+](C)=C(N(C)C)ON1C2C=CC=CC=2N=N1.F[B-](F)(F)F.Cl.[CH3:50][C:51]1[S:52][CH:53]=[C:54]([CH2:56][O:57][NH2:58])[N:55]=1, predict the reaction product. The product is: [CH3:1][O:2][C:3]1[C:4]([NH:12][CH2:13][C:14]2[CH:19]=[CH:18][N:17]=[CH:16][CH:15]=2)=[C:5]([CH:9]=[CH:10][CH:11]=1)[C:6]([NH:58][O:57][CH2:56][C:54]1[N:55]=[C:51]([CH3:50])[S:52][CH:53]=1)=[O:8].